Predict the reactants needed to synthesize the given product. From a dataset of Full USPTO retrosynthesis dataset with 1.9M reactions from patents (1976-2016). The reactants are: [C:1]1(=[O:11])[NH:5][C:4](=[O:6])[C:3]2=[CH:7][CH:8]=[CH:9][CH:10]=[C:2]12.[K].[I-].[Na+].CN(C=O)C.Cl[CH2:21][CH2:22][CH2:23][CH2:24][C:25]1[N:26]([CH3:39])[N:27]=[C:28]2[C:37]=1[C:36]1[CH:35]=[CH:34][CH:33]=[CH:32][C:31]=1[N:30]=[C:29]2[NH2:38]. Given the product [NH2:38][C:29]1[C:28]2=[N:27][N:26]([CH3:39])[C:25]([CH2:24][CH2:23][CH2:22][CH2:21][N:5]3[C:1](=[O:11])[C:2]4[C:3](=[CH:7][CH:8]=[CH:9][CH:10]=4)[C:4]3=[O:6])=[C:37]2[C:36]2[CH:35]=[CH:34][CH:33]=[CH:32][C:31]=2[N:30]=1, predict the reactants needed to synthesize it.